From a dataset of Full USPTO retrosynthesis dataset with 1.9M reactions from patents (1976-2016). Predict the reactants needed to synthesize the given product. The reactants are: [F:1][C:2]1[C:7]([CH2:8][OH:9])=[CH:6][CH:5]=[C:4]([F:10])[N:3]=1.N1C=CN=C1.[C:16]([Si:20]([C:28]1[CH:33]=[CH:32][CH:31]=[CH:30][CH:29]=1)([C:22]1[CH:27]=[CH:26][CH:25]=[CH:24][CH:23]=1)Cl)([CH3:19])([CH3:18])[CH3:17].Cl. Given the product [Si:20]([O:9][CH2:8][C:7]1[C:2]([F:1])=[N:3][C:4]([F:10])=[CH:5][CH:6]=1)([C:16]([CH3:19])([CH3:18])[CH3:17])([C:28]1[CH:29]=[CH:30][CH:31]=[CH:32][CH:33]=1)[C:22]1[CH:27]=[CH:26][CH:25]=[CH:24][CH:23]=1, predict the reactants needed to synthesize it.